Dataset: Plasma protein binding rate (PPBR) regression data from AstraZeneca. Task: Regression/Classification. Given a drug SMILES string, predict its absorption, distribution, metabolism, or excretion properties. Task type varies by dataset: regression for continuous measurements (e.g., permeability, clearance, half-life) or binary classification for categorical outcomes (e.g., BBB penetration, CYP inhibition). For this dataset (ppbr_az), we predict Y. (1) The compound is CC[C@H](CO)Nc1nc(NCc2ccccc2)c2ncn(C(C)C)c2n1. The Y is 92.8 %. (2) The Y is 91.1 %. The molecule is O=C(c1c[nH]c(=O)c2ccccc12)N1CCC(N2CCC(Oc3ccc(Cl)c(Cl)c3)CC2)CC1. (3) The compound is O=C(O)Cc1cccc(N2CCC(CN3CCC(Oc4ccc(Cl)c(Cl)c4)CC3)CC2)c1. The Y is 96.7 %. (4) The compound is COc1cc(OC)c(S(=O)(=O)N2c3ccccc3CCC2C)cc1NC(=O)CCc1nn[nH]n1. The Y is 93.5 %. (5) The molecule is C[C@H](Nc1nc(Nc2ncc(C#N)s2)cc(N2CCOCC2)n1)c1ncc(F)cn1. The Y is 88.3 %. (6) The drug is COc1c2occc2cc2ccc(=O)oc12. The Y is 92.3 %. (7) The compound is Nc1nc(Nc2ccc(S(N)(=O)=O)cc2)nn1C(=O)c1c(F)cccc1F. The Y is 81.0 %. (8) The compound is O=C(O)c1ccccc1-c1c2ccc(=O)cc-2oc2cc(O)ccc12. The Y is 81.0 %.